Dataset: Forward reaction prediction with 1.9M reactions from USPTO patents (1976-2016). Task: Predict the product of the given reaction. Given the reactants [CH:1]([NH:4][C:5]([N:7]1[CH2:12][CH2:11][N:10](C(OCC2C=CC=CC=2)=O)[CH2:9][CH2:8]1)=[O:6])([CH3:3])[CH3:2].[H][H], predict the reaction product. The product is: [CH:1]([NH:4][C:5]([N:7]1[CH2:12][CH2:11][NH:10][CH2:9][CH2:8]1)=[O:6])([CH3:3])[CH3:2].